Dataset: NCI-60 drug combinations with 297,098 pairs across 59 cell lines. Task: Regression. Given two drug SMILES strings and cell line genomic features, predict the synergy score measuring deviation from expected non-interaction effect. Drug 1: CC(C)(C#N)C1=CC(=CC(=C1)CN2C=NC=N2)C(C)(C)C#N. Drug 2: C1C(C(OC1N2C=NC(=NC2=O)N)CO)O. Cell line: SF-539. Synergy scores: CSS=-22.0, Synergy_ZIP=15.9, Synergy_Bliss=2.32, Synergy_Loewe=-28.8, Synergy_HSA=-27.7.